The task is: Predict which catalyst facilitates the given reaction.. This data is from Catalyst prediction with 721,799 reactions and 888 catalyst types from USPTO. (1) Reactant: [C:1]([C:5]1[CH:10]=[CH:9][CH:8]=[CH:7][C:6]=1[N:11]1[CH2:16][CH2:15][N:14]([C:17](=[O:23])[CH2:18][CH2:19][C:20](O)=[O:21])[CH2:13][CH2:12]1)([CH3:4])([CH3:3])[CH3:2].CCN=C=NCCCN(C)C.C1C=CC2N(O)N=NC=2C=1.C(N(C(C)C)CC)(C)C.[CH3:54][S:55]([NH2:58])(=[O:57])=[O:56]. Product: [C:1]([C:5]1[CH:10]=[CH:9][CH:8]=[CH:7][C:6]=1[N:11]1[CH2:12][CH2:13][N:14]([C:17](=[O:23])[CH2:18][CH2:19][C:20]([NH:58][S:55]([CH3:54])(=[O:57])=[O:56])=[O:21])[CH2:15][CH2:16]1)([CH3:4])([CH3:2])[CH3:3]. The catalyst class is: 124. (2) Reactant: Cl[CH2:2][CH2:3][CH2:4][CH2:5][CH2:6][CH2:7][C:8]#[C:9][CH2:10][CH2:11][CH2:12][CH3:13].[I-:14].[K+].[N:16]1[CH:21]=[C:20]([CH3:22])[CH:19]=[C:18]([CH3:23])[CH:17]=1. Product: [I-:14].[CH2:2]([N+:16]1[CH:21]=[C:20]([CH3:22])[CH:19]=[C:18]([CH3:23])[CH:17]=1)[CH2:3][CH2:4][CH2:5][CH2:6][CH2:7][C:8]#[C:9][CH2:10][CH2:11][CH2:12][CH3:13]. The catalyst class is: 131. (3) Reactant: [CH3:1][C:2]([N+:13]([O-])=O)([CH3:12])[CH2:3][NH:4][CH2:5][C:6]([N+:9]([O-])=O)([CH3:8])[CH3:7]. Product: [CH3:8][C:6]([NH2:9])([CH3:7])[CH2:5][NH:4][CH2:3][C:2]([NH2:13])([CH3:1])[CH3:12]. The catalyst class is: 94. (4) Reactant: [Si]([O:8][C@@H:9]1[C:24]([CH3:26])([CH3:25])[C:23](=[O:27])[C@H:22]([CH3:28])[C@@H:21]([O:29][Si](C(C)(C)C)(C)C)[C@@H:20]([CH3:37])[CH2:19][CH2:18][CH2:17][CH:16]=[CH:15][CH2:14][C@@H:13](/[C:38](/[CH3:46])=[CH:39]/[C:40]2[N:41]=[C:42]([CH3:45])[S:43][CH:44]=2)[O:12][C:11](=[O:47])[CH2:10]1)(C(C)(C)C)(C)C. Product: [CH3:45][C:42]1[S:43][CH:44]=[C:40](/[CH:39]=[C:38](/[C@H:13]2[O:12][C:11](=[O:47])[CH2:10][C@H:9]([OH:8])[C:24]([CH3:26])([CH3:25])[C:23](=[O:27])[C@H:22]([CH3:28])[C@@H:21]([OH:29])[C@@H:20]([CH3:37])[CH2:19][CH2:18][CH2:17][CH:16]=[CH:15][CH2:14]2)\[CH3:46])[N:41]=1. The catalyst class is: 76. (5) Reactant: [CH3:1][O:2][C:3]([C:5]1[O:6][C:7]([NH2:10])=[CH:8][CH:9]=1)=[O:4].[F:11][C:12]([F:20])([F:19])[C:13](=O)[C:14](=O)[CH2:15][CH3:16]. Product: [CH3:16][C:15]1[N:10]=[C:7]2[O:6][C:5]([C:3]([O:2][CH3:1])=[O:4])=[CH:9][C:8]2=[C:13]([C:12]([F:20])([F:19])[F:11])[CH:14]=1. The catalyst class is: 52. (6) Reactant: [C:1]1(=[O:15])[C:10]2[C:5](=[CH:6][CH:7]=[C:8]3[CH:14]=[CH:13][CH:12]=[CH:11][C:9]3=2)[CH2:4][CH2:3][NH:2]1.I[C:17]1[CH:18]=[N:19][CH:20]=[CH:21][C:22]=1[CH3:23].P([O-])([O-])([O-])=O.[K+].[K+].[K+]. Product: [CH3:23][C:22]1[CH:21]=[CH:20][N:19]=[CH:18][C:17]=1[N:2]1[CH2:3][CH2:4][C:5]2[C:10](=[C:9]3[CH:11]=[CH:12][CH:13]=[CH:14][C:8]3=[CH:7][CH:6]=2)[C:1]1=[O:15]. The catalyst class is: 246. (7) Reactant: [NH2:1][C:2]1[C:3]([Cl:12])=[C:4]([C:8]([Cl:11])=[CH:9][CH:10]=1)[C:5]([OH:7])=[O:6].C(N(CC)CC)C.[CH2:20]([S:23](Cl)(=[O:25])=[O:24])[CH2:21][CH3:22]. Product: [Cl:12][C:3]1[C:2]([NH:1][S:23]([CH2:20][CH2:21][CH3:22])(=[O:25])=[O:24])=[CH:10][CH:9]=[C:8]([Cl:11])[C:4]=1[C:5]([OH:7])=[O:6]. The catalyst class is: 4.